From a dataset of Catalyst prediction with 721,799 reactions and 888 catalyst types from USPTO. Predict which catalyst facilitates the given reaction. (1) Reactant: C([N:8]1[CH2:13][CH2:12][N:11](CC2C=CC=CC=2)[CH2:10][C@@H:9]1[CH2:21][CH2:22][C:23]1[CH:28]=[CH:27][CH:26]=[CH:25][C:24]=1[C:29]([F:32])([F:31])[F:30])C1C=CC=CC=1.C([O-])=O.[NH4+]. Product: [F:32][C:29]([F:30])([F:31])[C:24]1[CH:25]=[CH:26][CH:27]=[CH:28][C:23]=1[CH2:22][CH2:21][C@H:9]1[CH2:10][NH:11][CH2:12][CH2:13][NH:8]1. The catalyst class is: 63. (2) Reactant: [CH3:1][N:2]=[C:3]=[O:4].Cl.[NH2:6][C@H:7]([CH:26]([CH3:28])[CH3:27])[C:8]([N:10]1[CH2:15][CH2:14][C@@:13]([C:17]2[CH:22]=[CH:21][C:20]([Cl:23])=[CH:19][CH:18]=2)([OH:16])[C:12]([CH3:25])([CH3:24])[CH2:11]1)=[O:9].C1COCC1. Product: [Cl:23][C:20]1[CH:19]=[CH:18][C:17]([C@@:13]2([OH:16])[CH2:14][CH2:15][N:10]([C:8](=[O:9])[C@H:7]([NH:6][C:3]([NH:2][CH3:1])=[O:4])[CH:26]([CH3:28])[CH3:27])[CH2:11][C:12]2([CH3:24])[CH3:25])=[CH:22][CH:21]=1. The catalyst class is: 66. (3) Reactant: N1C2C(=CC=CC=2)C=CC=1.ClC1C(Cl)=CC([N+]([O-])=O)=C2C=1C(C)=CC(O)=N2.[H-].[Na+].CI.Cl[C:33]1[C:42]([Cl:43])=[CH:41][C:40]([N+:44]([O-:46])=[O:45])=[C:39]2[C:34]=1[C:35]([CH3:49])=[CH:36][C:37]([O:47][CH3:48])=[N:38]2.ClCl.[F:52][C:53]([F:62])([F:61])[C:54]1[CH:55]=[C:56]([OH:60])[CH:57]=[CH:58][CH:59]=1. Product: [Cl:43][C:42]1[C:33]([O:60][C:56]2[CH:57]=[CH:58][CH:59]=[C:54]([C:53]([F:52])([F:61])[F:62])[CH:55]=2)=[C:34]2[C:39](=[C:40]([N+:44]([O-:46])=[O:45])[CH:41]=1)[N:38]=[C:37]([O:47][CH3:48])[CH:36]=[C:35]2[CH3:49]. The catalyst class is: 3. (4) Reactant: N1C(=O)C2N(C)C=NC=2N(C)[C:2]1=O.CCN(C1C=CC=CC=1)CC.[Cl:25][C:26]1[N:34]=[C:33]2[C:29]([NH:30][CH:31]=[N:32]2)=[C:28]([Cl:35])[N:27]=1.[I:36][CH3:37].[H-].[Na+]. Product: [Cl:25][C:26]1[N:34]=[C:33]2[C:29]([N:30]([CH3:2])[CH:31]=[N:32]2)=[C:28]([Cl:35])[N:27]=1.[I:36][CH3:37]. The catalyst class is: 9. (5) Reactant: [CH3:1][C:2]1[CH:7]=[C:6]([NH2:8])[CH:5]=[CH:4][N:3]=1.C[Al](C)C.[Cl:13][C:14]1[CH:15]=[C:16]([N:21]2[C:25]([CH3:26])=[C:24]([C:27](OCC)=[O:28])[N:23]=[N:22]2)[CH:17]=[CH:18][C:19]=1[F:20]. Product: [Cl:13][C:14]1[CH:15]=[C:16]([N:21]2[C:25]([CH3:26])=[C:24]([C:27]([NH:8][C:6]3[CH:5]=[CH:4][N:3]=[C:2]([CH3:1])[CH:7]=3)=[O:28])[N:23]=[N:22]2)[CH:17]=[CH:18][C:19]=1[F:20]. The catalyst class is: 12. (6) Reactant: [S:1]1[CH:5]=[CH:4][N:3]=[C:2]1[CH2:6][OH:7].[H-].[Na+].[Cl:10][C:11]1[CH:16]=[C:15]([N+:17]([O-:19])=[O:18])[CH:14]=[CH:13][C:12]=1F.O. Product: [Cl:10][C:11]1[CH:16]=[C:15]([N+:17]([O-:19])=[O:18])[CH:14]=[CH:13][C:12]=1[O:7][CH2:6][C:2]1[S:1][CH:5]=[CH:4][N:3]=1. The catalyst class is: 3. (7) The catalyst class is: 4. Reactant: [CH:1]1([NH2:5])[CH2:4][CH2:3][CH2:2]1.[N:6]([C:9]1[CH:19]=[CH:18][C:12]([C:13]([O:15][CH2:16][CH3:17])=[O:14])=[CH:11][CH:10]=1)=[C:7]=[O:8]. Product: [CH:1]1([NH:5][C:7](=[O:8])[NH:6][C:9]2[CH:19]=[CH:18][C:12]([C:13]([O:15][CH2:16][CH3:17])=[O:14])=[CH:11][CH:10]=2)[CH2:4][CH2:3][CH2:2]1. (8) Reactant: [CH3:1][C:2]1([CH3:20])[CH:11]([N:12]2[C:16]([CH:17]=O)=[CH:15][N:14]=[CH:13]2)[C:10]2[C:5](=[CH:6][CH:7]=[CH:8][CH:9]=2)[C:4](=[O:19])[O:3]1.C([O-])(O)=O.[Na+].Cl.[NH2:27][OH:28]. Product: [CH3:1][C:2]1([CH3:20])[CH:11]([N:12]2[C:16]([CH:17]=[N:27][OH:28])=[CH:15][N:14]=[CH:13]2)[C:10]2[C:5](=[CH:6][CH:7]=[CH:8][CH:9]=2)[C:4](=[O:19])[O:3]1. The catalyst class is: 40.